Dataset: Retrosynthesis with 50K atom-mapped reactions and 10 reaction types from USPTO. Task: Predict the reactants needed to synthesize the given product. (1) Given the product COC(=O)c1cncc(N)c1C, predict the reactants needed to synthesize it. The reactants are: CO.Cc1c(N)cncc1C(=O)O. (2) Given the product CCOC(=O)c1cc2ccc(Cl)cc2n1-c1cccc(F)c1, predict the reactants needed to synthesize it. The reactants are: CCOC(=O)c1cc2ccc(Cl)cc2[nH]1.OB(O)c1cccc(F)c1. (3) The reactants are: CC(C)(C)OC(=O)NC1CCN(S(=O)(=O)c2ccccc2)c2ccccc2C1. Given the product NC1CCN(S(=O)(=O)c2ccccc2)c2ccccc2C1, predict the reactants needed to synthesize it. (4) Given the product Cn1ccc2ncnc(Oc3ccc(N)cc3)c21, predict the reactants needed to synthesize it. The reactants are: Cn1ccc2ncnc(Cl)c21.Nc1ccc(O)cc1. (5) Given the product CC(C)(C)OC(=O)NNC(=O)c1cc(F)c(F)cc1NC1CC1, predict the reactants needed to synthesize it. The reactants are: CC(C)(C)OC(=O)NN.O=C(O)c1cc(F)c(F)cc1NC1CC1. (6) Given the product COC(=O)Cc1ccc(OCc2ccc(C(C)Nc3nc(-c4ccccc4)cs3)cc2)cc1, predict the reactants needed to synthesize it. The reactants are: CC(Nc1nc(-c2ccccc2)cs1)c1ccc(CO)cc1.COC(=O)Cc1ccc(O)cc1.